The task is: Predict the reaction yield, written as a fraction of the theoretical maximum amount of product (1.0 means a 100% yield; for example, 0.34 means a 34% yield).. This data is from Reaction yield outcomes from USPTO patents with 853,638 reactions. The yield is 0.638. The catalyst is C(O)C. The reactants are [C:1]([O:4][C@H:5]1[C@H:11]([O:12][C:13](=[O:15])[CH3:14])[C@@H:10]([O:16][C:17](=[O:19])[CH3:18])[C@:9]2([C:21]3[CH:26]=[CH:25][C:24]([Cl:27])=[C:23]([CH2:28][C:29]4[CH:34]=[CH:33][C:32]([O:35][CH2:36][C:37](=O)[CH3:38])=[CH:31][CH:30]=4)[CH:22]=3)[O:20][C@@:6]1([CH2:40][O:41][C:42](=[O:44])[CH3:43])[CH2:7][O:8]2)(=[O:3])[CH3:2].N1C=CC=CC=1.Cl.[CH3:52][O:53][NH2:54].O. The product is [C:1]([O:4][C@H:5]1[C@H:11]([O:12][C:13](=[O:15])[CH3:14])[C@@H:10]([O:16][C:17](=[O:19])[CH3:18])[C@:9]2([C:21]3[CH:26]=[CH:25][C:24]([Cl:27])=[C:23]([CH2:28][C:29]4[CH:30]=[CH:31][C:32]([O:35][CH2:36][C:37](=[N:54][O:53][CH3:52])[CH3:38])=[CH:33][CH:34]=4)[CH:22]=3)[O:20][C@@:6]1([CH2:40][O:41][C:42](=[O:44])[CH3:43])[CH2:7][O:8]2)(=[O:3])[CH3:2].